From a dataset of Full USPTO retrosynthesis dataset with 1.9M reactions from patents (1976-2016). Predict the reactants needed to synthesize the given product. (1) Given the product [C:1]([O:5][C:6](=[O:39])[CH2:7][CH2:8][C:9]1[CH:14]=[CH:13][C:12]([O:15][CH2:16][CH2:17][C:18]2[N:19]=[C:20]([C:24]3[CH:25]=[CH:26][CH:27]=[CH:28][CH:29]=3)[O:21][C:22]=2[CH3:23])=[CH:11][C:10]=1[CH2:30][NH:31][CH3:32])([CH3:4])([CH3:3])[CH3:2], predict the reactants needed to synthesize it. The reactants are: [C:1]([O:5][C:6](=[O:39])[CH2:7][CH2:8][C:9]1[CH:14]=[CH:13][C:12]([O:15][CH2:16][CH2:17][C:18]2[N:19]=[C:20]([C:24]3[CH:29]=[CH:28][CH:27]=[CH:26][CH:25]=3)[O:21][C:22]=2[CH3:23])=[CH:11][C:10]=1[CH2:30][N:31](C)[C:32](=O)C(F)(F)F)([CH3:4])([CH3:3])[CH3:2].[OH-].[Na+]. (2) Given the product [CH2:9]([O:8][CH2:7][C@H:6]1[O:5][C:1](=[O:4])[CH:17]=[CH:16]1)[C:10]1[CH:11]=[CH:12][CH:13]=[CH:14][CH:15]=1, predict the reactants needed to synthesize it. The reactants are: [C:1]([O:5][C@@H:6]([CH:16]=[CH2:17])[CH2:7][O:8][CH2:9][C:10]1[CH:15]=[CH:14][CH:13]=[CH:12][CH:11]=1)(=[O:4])C=C. (3) Given the product [Cl:1][C:2]1[C:11](=[O:12])[C:10]2[C:5](=[CH:6][CH:7]=[CH:8][CH:9]=2)[C:4](=[O:14])[C:3]=1/[CH:16]=[C:17](\[CH3:21])/[C:18]([OH:20])=[O:19], predict the reactants needed to synthesize it. The reactants are: [Cl:1][C:2]1[C:3](/[CH:16]=[C:17](\[CH3:21])/[C:18]([OH:20])=[O:19])=[C:4]([O:14]C)[C:5]2[C:10]([C:11]=1[O:12]C)=[CH:9][CH:8]=[CH:7][CH:6]=2.BrC1C(=O)C2C(=CC=CC=2)C(=O)C=1/C=C(\C)/C(O)=O. (4) Given the product [N:31]1[C:40]2[C:35](=[CH:36][CH:37]=[CH:38][CH:39]=2)[N:34]=[CH:33][C:32]=1[NH:41][C:17]([CH:14]1[CH2:13][CH2:12][N:11]([C:6]2[CH:7]=[CH:8][CH:9]=[C:10]3[C:5]=2[CH:4]=[CH:3][N:2]=[CH:1]3)[CH2:16][CH2:15]1)=[O:19], predict the reactants needed to synthesize it. The reactants are: [CH:1]1[C:10]2[C:5](=[C:6]([N:11]3[CH2:16][CH2:15][CH:14]([C:17]([OH:19])=O)[CH2:13][CH2:12]3)[CH:7]=[CH:8][CH:9]=2)[CH:4]=[CH:3][N:2]=1.BrC1C=CC=C2C=1C=CN=C2.[N:31]1[C:40]2[C:35](=[CH:36][CH:37]=[CH:38][CH:39]=2)[N:34]=[CH:33][C:32]=1[NH2:41]. (5) Given the product [CH2:1]([O:8][C:9]1[CH:10]=[C:11]([C:17]2[O:18][CH:19]=[C:20]([CH2:22][NH2:23])[N:21]=2)[CH:12]=[CH:13][C:14]=1[O:15][CH3:16])[C:2]1[CH:7]=[CH:6][CH:5]=[CH:4][CH:3]=1, predict the reactants needed to synthesize it. The reactants are: [CH2:1]([O:8][C:9]1[CH:10]=[C:11]([C:17]2[O:18][CH:19]=[C:20]([CH2:22][N:23]3C(=O)C4C(=CC=CC=4)C3=O)[N:21]=2)[CH:12]=[CH:13][C:14]=1[O:15][CH3:16])[C:2]1[CH:7]=[CH:6][CH:5]=[CH:4][CH:3]=1.O.NN.ClCCl. (6) The reactants are: [NH:1]1[CH2:5][CH2:4][CH2:3][CH2:2]1.Br[C:7]1[N:8]=[C:9]([O:33][CH3:34])[C:10]([N:13](COCC[Si](C)(C)C)[S:14]([C:17]2[CH:22]=[CH:21][CH:20]=[C:19]([Cl:23])[C:18]=2[Cl:24])(=[O:16])=[O:15])=[N:11][CH:12]=1. Given the product [Cl:24][C:18]1[C:19]([Cl:23])=[CH:20][CH:21]=[CH:22][C:17]=1[S:14]([NH:13][C:10]1[C:9]([O:33][CH3:34])=[N:8][C:7]([C:2]2[CH2:3][CH2:4][CH2:5][N:1]=2)=[CH:12][N:11]=1)(=[O:16])=[O:15], predict the reactants needed to synthesize it. (7) Given the product [C:36]([N:17]1[CH2:18][CH2:19][CH2:20][CH:15]([C:7]2[N:8]([CH3:14])[C:9](=[O:13])[C:10]3[C:5]([C:6]=2[C:21]2[CH:22]=[CH:23][CH:24]=[CH:25][CH:26]=2)=[CH:4][C:3]([O:2][CH3:1])=[CH:12][CH:11]=3)[CH2:16]1)(=[O:43])[C:37]1[CH:42]=[CH:41][CH:40]=[CH:39][CH:38]=1, predict the reactants needed to synthesize it. The reactants are: [CH3:1][O:2][C:3]1[CH:4]=[C:5]2[C:10](=[CH:11][CH:12]=1)[C:9](=[O:13])[N:8]([CH3:14])[C:7]([CH:15]1[CH2:20][CH2:19][CH2:18][NH:17][CH2:16]1)=[C:6]2[C:21]1[CH:26]=[CH:25][CH:24]=[CH:23][CH:22]=1.C(N(CC)C(C)C)(C)C.[C:36](Cl)(=[O:43])[C:37]1[CH:42]=[CH:41][CH:40]=[CH:39][CH:38]=1.C(=O)(O)[O-].[Na+].